This data is from Full USPTO retrosynthesis dataset with 1.9M reactions from patents (1976-2016). The task is: Predict the reactants needed to synthesize the given product. (1) Given the product [Cl:1][C:2]1[C:7]([N:8]2[CH2:9][CH2:10][CH:11]([C:14]3[CH:19]=[C:18]([F:20])[CH:17]=[C:16]([F:21])[C:15]=3[O:22][CH:23]([F:25])[F:24])[CH2:12][CH2:13]2)=[CH:6][N:5]=[N:4][C:3]=1[NH:26][NH:27][C:43](=[O:44])[CH2:42][CH:39]1[CH2:41][CH2:40]1, predict the reactants needed to synthesize it. The reactants are: [Cl:1][C:2]1[C:7]([N:8]2[CH2:13][CH2:12][CH:11]([C:14]3[CH:19]=[C:18]([F:20])[CH:17]=[C:16]([F:21])[C:15]=3[O:22][CH:23]([F:25])[F:24])[CH2:10][CH2:9]2)=[CH:6][N:5]=[N:4][C:3]=1[NH:26][NH2:27].C1COCC1.C(=O)([O-])[O-].[Na+].[Na+].[CH:39]1([CH2:42][C:43](Cl)=[O:44])[CH2:41][CH2:40]1. (2) Given the product [Cl:11][C:7]1[C:5]2[N:6]=[C:2]([NH:1][C:24]([C:22]3[S:23][C:19]([CH3:18])=[CH:20][CH:21]=3)=[O:25])[S:3][C:4]=2[CH:10]=[CH:9][CH:8]=1, predict the reactants needed to synthesize it. The reactants are: [NH2:1][C:2]1[S:3][C:4]2[CH:10]=[CH:9][CH:8]=[C:7]([Cl:11])[C:5]=2[N:6]=1.N1C=CC=CC=1.[CH3:18][C:19]1[S:23][C:22]([C:24](Cl)=[O:25])=[CH:21][CH:20]=1. (3) The reactants are: [CH3:1][N:2]([CH3:23])[C:3]1([CH2:16][C:17]2[CH:22]=[CH:21][CH:20]=[CH:19][CH:18]=2)[CH2:8][CH2:7][N:6](CC2C=CC=CC=2)[CH2:5][CH2:4]1.C(O)=O.C([O-])=O.[NH4+]. Given the product [CH3:23][N:2]([CH3:1])[C:3]1([CH2:16][C:17]2[CH:22]=[CH:21][CH:20]=[CH:19][CH:18]=2)[CH2:4][CH2:5][NH:6][CH2:7][CH2:8]1, predict the reactants needed to synthesize it. (4) Given the product [NH2:38][C@@H:30]([CH2:31][C:32]1[CH:33]=[N:34][CH:35]=[CH:36][CH:37]=1)[C:29]([N:26]1[CH2:25][CH2:24][CH:23]([N:16]2[C:17](=[O:22])[C:18]([CH3:20])([CH3:21])[CH2:19][C:14]([C:6]3[C:7]4[CH2:8][C:9]([CH3:13])([CH3:12])[O:10][C:11]=4[C:3]([O:2][CH3:1])=[CH:4][CH:5]=3)=[N:15]2)[CH2:28][CH2:27]1)=[O:46], predict the reactants needed to synthesize it. The reactants are: [CH3:1][O:2][C:3]1[C:11]2[O:10][C:9]([CH3:13])([CH3:12])[CH2:8][C:7]=2[C:6]([C:14]2[CH2:19][C:18]([CH3:21])([CH3:20])[C:17](=[O:22])[N:16]([CH:23]3[CH2:28][CH2:27][N:26]([C:29](=[O:46])[C@@H:30]([NH:38]C(=O)OC(C)(C)C)[CH2:31][C:32]4[CH:33]=[N:34][CH:35]=[CH:36][CH:37]=4)[CH2:25][CH2:24]3)[N:15]=2)=[CH:5][CH:4]=1.FC(F)(F)C(O)=O.C(=O)(O)[O-].[Na+]. (5) Given the product [C:1]([O:5][C:6]([N:8]1[CH2:12][CH2:11][CH2:10][C@H:9]1[C:13]1[O:17][N:16]=[C:15]([CH:18]2[CH2:19][N:20]([S:30]([CH3:29])(=[O:32])=[O:31])[CH2:21]2)[N:14]=1)=[O:7])([CH3:4])([CH3:2])[CH3:3], predict the reactants needed to synthesize it. The reactants are: [C:1]([O:5][C:6]([N:8]1[CH2:12][CH2:11][CH2:10][C@H:9]1[C:13]1[O:17][N:16]=[C:15]([CH:18]2[CH2:21][NH:20][CH2:19]2)[N:14]=1)=[O:7])([CH3:4])([CH3:3])[CH3:2].C(N(CC)CC)C.[CH3:29][S:30](Cl)(=[O:32])=[O:31]. (6) Given the product [OH:4][CH2:5][C@@H:6]1[C@@H:11]([OH:12])[C@H:10]([OH:16])[C@H:9]([OH:17])[C@@H:8]([C:18]2[CH:27]=[CH:26][C:25]3[C:20](=[CH:21][CH:22]=[C:23]([OH:28])[CH:24]=3)[CH:19]=2)[O:7]1, predict the reactants needed to synthesize it. The reactants are: C([O:4][CH2:5][C@@H:6]1[C@@H:11]([O:12]C(=O)C)[C@H:10]([OH:16])[C@H:9]([OH:17])[C@@H:8]([C:18]2[CH:27]=[CH:26][C:25]3[C:20](=[CH:21][CH:22]=[C:23]([OH:28])[CH:24]=3)[CH:19]=2)[O:7]1)(=O)C.C(OC[C@@H]1[C@@H](OC(=O)C)[C@H](OC(=O)C)[C@H](OC(=O)C)[C@@H](C2C=CC3C(=CC=C(OS(C(F)(F)F)(=O)=O)C=3)C=2)O1)(=O)C.CO[Na].